Dataset: Forward reaction prediction with 1.9M reactions from USPTO patents (1976-2016). Task: Predict the product of the given reaction. (1) Given the reactants [C:1]([C:3]([NH2:8])([CH3:7])[CH:4]([CH3:6])[CH3:5])#[N:2].[CH2:9]([O:12][C:13]1[C:21]([O:22][CH3:23])=[CH:20][C:16]([C:17](Cl)=[O:18])=[CH:15][C:14]=1[O:24][CH3:25])[C:10]#[CH:11], predict the reaction product. The product is: [C:1]([C:3]([NH:8][C:17](=[O:18])[C:16]1[CH:15]=[C:14]([O:24][CH3:25])[C:13]([O:12][CH2:9][C:10]#[CH:11])=[C:21]([O:22][CH3:23])[CH:20]=1)([CH3:7])[CH:4]([CH3:6])[CH3:5])#[N:2]. (2) Given the reactants [OH:1][CH2:2][C:3]1[CH:4]=[C:5]([CH:8]=[CH:9][C:10]=1[CH2:11][N:12]1[CH:17]([C:18]2[C:23]([CH3:24])=[CH:22][C:21]([CH3:25])=[CH:20][N:19]=2)[CH2:16][CH2:15][CH2:14][CH:13]1[C:26]1[C:31]([CH3:32])=[CH:30][C:29]([CH3:33])=[CH:28][N:27]=1)[C:6]#[N:7], predict the reaction product. The product is: [NH4+:7].[OH-:1].[NH2:7][CH2:6][C:5]1[CH:8]=[CH:9][C:10]([CH2:11][N:12]2[CH:13]([C:26]3[C:31]([CH3:32])=[CH:30][C:29]([CH3:33])=[CH:28][N:27]=3)[CH2:14][CH2:15][CH2:16][CH:17]2[C:18]2[C:23]([CH3:24])=[CH:22][C:21]([CH3:25])=[CH:20][N:19]=2)=[C:3]([CH2:2][OH:1])[CH:4]=1. (3) Given the reactants [CH3:1][O:2][C:3]1[C:8]([O:9][CH3:10])=[CH:7][C:6]([N:11]2[CH2:16][CH2:15][NH:14][CH2:13][CH2:12]2)=[C:5]([CH:17]2[CH2:22][C:21]([CH3:24])([CH3:23])[CH2:20][C:19]([CH3:26])([CH3:25])[CH2:18]2)[CH:4]=1.[CH:27](=O)[CH:28]([CH3:30])[CH3:29].C(O[BH-](OC(=O)C)OC(=O)C)(=O)C.[Na+].C(O)(=O)C.C(=O)([O-])O.[Na+], predict the reaction product. The product is: [CH3:1][O:2][C:3]1[C:8]([O:9][CH3:10])=[CH:7][C:6]([N:11]2[CH2:12][CH2:13][N:14]([CH2:27][CH:28]([CH3:30])[CH3:29])[CH2:15][CH2:16]2)=[C:5]([CH:17]2[CH2:22][C:21]([CH3:24])([CH3:23])[CH2:20][C:19]([CH3:26])([CH3:25])[CH2:18]2)[CH:4]=1. (4) Given the reactants [CH2:1]([O:8][C:9]1[C:14]2[C:15]([NH2:18])=[N:16][NH:17][C:13]=2[CH:12]=[CH:11][N:10]=1)[C:2]1[CH:7]=[CH:6][CH:5]=[CH:4][CH:3]=1.[C:19]([CH:21]=[C:22]1[CH2:27][CH2:26][N:25]([C:28]([O:30][C:31]([CH3:34])([CH3:33])[CH3:32])=[O:29])[CH2:24][CH2:23]1)#[N:20].C1CCN2C(=NCCC2)CC1, predict the reaction product. The product is: [NH2:18][C:15]1[C:14]2[C:9]([O:8][CH2:1][C:2]3[CH:3]=[CH:4][CH:5]=[CH:6][CH:7]=3)=[N:10][CH:11]=[CH:12][C:13]=2[N:17]([C:22]2([CH2:21][C:19]#[N:20])[CH2:23][CH2:24][N:25]([C:28]([O:30][C:31]([CH3:32])([CH3:33])[CH3:34])=[O:29])[CH2:26][CH2:27]2)[N:16]=1. (5) Given the reactants [CH2:1]([N:6]1[C:16]2[C:11](=[CH:12][CH:13]=[C:14]([O:17][CH3:18])[CH:15]=2)[C:9](=O)[C:7]1=[O:8])[CH2:2][CH2:3][CH2:4][CH3:5].[C:19]([NH:27][NH2:28])(=[O:26])[C:20]1[CH:25]=[CH:24][CH:23]=[CH:22][CH:21]=1, predict the reaction product. The product is: [CH3:18][O:17][C:14]1[CH:15]=[C:16]2[C:11](/[C:9](=[N:28]/[NH:27][C:19](=[O:26])[C:20]3[CH:25]=[CH:24][CH:23]=[CH:22][CH:21]=3)/[C:7](=[O:8])[N:6]2[CH2:1][CH2:2][CH2:3][CH2:4][CH3:5])=[CH:12][CH:13]=1. (6) Given the reactants [CH3:1][O:2][CH2:3][CH2:4][OH:5].Cl[C:7]1[C:16]2[C:11](=[CH:12][CH:13]=[C:14]([I:17])[CH:15]=2)[N:10]=[CH:9][C:8]=1[C:18]#[N:19].[H-].[K+], predict the reaction product. The product is: [I:17][C:14]1[CH:15]=[C:16]2[C:11](=[CH:12][CH:13]=1)[N:10]=[CH:9][C:8]([C:18]#[N:19])=[C:7]2[O:5][CH2:4][CH2:3][O:2][CH3:1]. (7) Given the reactants Br[C:2]1[C:7]([C:8]([F:11])([F:10])[F:9])=[CH:6][C:5]([NH:12][C:13]2[N:17]=[C:16]([NH2:18])[NH:15][N:14]=2)=[CH:4][C:3]=1[Cl:19].CN1C(C)(C)CC(SC2C=CC(B3OC(C)(C)C(C)(C)O3)=CC=2)CC1(C)C.[CH3:47][O:48][C:49]1[CH:54]=[CH:53][C:52](B2OC(C)(C)C(C)(C)O2)=[CH:51][C:50]=1[S:64]([NH:67][CH:68]1[CH2:73][CH2:72][O:71][CH2:70][CH2:69]1)(=[O:66])=[O:65].C([O-])([O-])=O.[K+].[K+], predict the reaction product. The product is: [NH2:18][C:16]1[NH:15][N:14]=[C:13]([NH:12][C:5]2[CH:6]=[C:7]([C:8]([F:11])([F:10])[F:9])[C:2]([C:52]3[CH:53]=[CH:54][C:49]([O:48][CH3:47])=[C:50]([S:64]([NH:67][CH:68]4[CH2:73][CH2:72][O:71][CH2:70][CH2:69]4)(=[O:66])=[O:65])[CH:51]=3)=[C:3]([Cl:19])[CH:4]=2)[N:17]=1. (8) Given the reactants C([N:8]1[C:13]2[CH:14]=[C:15]([Cl:23])[C:16]([C:18]3[O:22][CH:21]=[N:20][CH:19]=3)=[CH:17][C:12]=2[O:11][CH:10]([C:24]([N:26]2[CH2:31][CH2:30][C:29]([CH2:34][C:35]3[CH:40]=[CH:39][C:38]([F:41])=[CH:37][CH:36]=3)([C:32]#[N:33])[CH2:28][CH2:27]2)=[O:25])[CH2:9]1)C1C=CC=CC=1, predict the reaction product. The product is: [Cl:23][C:15]1[C:16]([C:18]2[O:22][CH:21]=[N:20][CH:19]=2)=[CH:17][C:12]2[O:11][CH:10]([C:24]([N:26]3[CH2:27][CH2:28][C:29]([CH2:34][C:35]4[CH:40]=[CH:39][C:38]([F:41])=[CH:37][CH:36]=4)([C:32]#[N:33])[CH2:30][CH2:31]3)=[O:25])[CH2:9][NH:8][C:13]=2[CH:14]=1. (9) Given the reactants [Cl:1][C:2]1[CH:3]=[C:4]2[C:8](=[C:9]([Cl:11])[CH:10]=1)[NH:7][C:6](=[O:12])[C:5]2([CH2:15][CH2:16][CH2:17][CH2:18]Cl)[CH2:13][CH3:14].[Cl:20][C:21]1[CH:22]=[C:23]([N:27]2[CH2:32][CH2:31][NH:30][CH2:29][CH2:28]2)[CH:24]=[CH:25][CH:26]=1, predict the reaction product. The product is: [Cl:1][C:2]1[CH:3]=[C:4]2[C:8](=[C:9]([Cl:11])[CH:10]=1)[NH:7][C:6](=[O:12])[C:5]2([CH2:15][CH2:16][CH2:17][CH2:18][N:30]1[CH2:29][CH2:28][N:27]([C:23]2[CH:24]=[CH:25][CH:26]=[C:21]([Cl:20])[CH:22]=2)[CH2:32][CH2:31]1)[CH2:13][CH3:14].